From a dataset of Peptide-MHC class I binding affinity with 185,985 pairs from IEDB/IMGT. Regression. Given a peptide amino acid sequence and an MHC pseudo amino acid sequence, predict their binding affinity value. This is MHC class I binding data. (1) The peptide sequence is ALSMGINTV. The MHC is HLA-B07:02 with pseudo-sequence HLA-B07:02. The binding affinity (normalized) is 0.0847. (2) The peptide sequence is YKIHQEDK. The MHC is HLA-B27:05 with pseudo-sequence HLA-B27:05. The binding affinity (normalized) is 0. (3) The peptide sequence is KSLTTTMQFK. The MHC is HLA-B07:02 with pseudo-sequence HLA-B07:02. The binding affinity (normalized) is 0.0847. (4) The peptide sequence is TYLSSRAKL. The MHC is HLA-A23:01 with pseudo-sequence HLA-A23:01. The binding affinity (normalized) is 0.643. (5) The peptide sequence is RRQWVLAFR. The MHC is HLA-A30:01 with pseudo-sequence HLA-A30:01. The binding affinity (normalized) is 0.0847.